From a dataset of Catalyst prediction with 721,799 reactions and 888 catalyst types from USPTO. Predict which catalyst facilitates the given reaction. Reactant: [CH3:1][C:2]1[O:6][C:5]([C@H:7]([NH2:13])[C:8]2([CH3:12])[CH2:11][O:10][CH2:9]2)=[CH:4][CH:3]=1.[Cl:14][C:15]1[C:20]([C:21]([N:23]([CH3:25])[CH3:24])=[O:22])=[C:19]([OH:26])[C:18]([NH:27][C:28]2[C:31](=O)[C:30](=[O:33])[C:29]=2[O:34]CC)=[CH:17][CH:16]=1. Product: [Cl:14][C:15]1[C:20]([C:21]([N:23]([CH3:25])[CH3:24])=[O:22])=[C:19]([OH:26])[C:18]([NH:27][C:28]2[C:29](=[O:34])[C:30](=[O:33])[C:31]=2[NH:13][C@@H:7]([C:5]2[O:6][C:2]([CH3:1])=[CH:3][CH:4]=2)[C:8]2([CH3:12])[CH2:9][O:10][CH2:11]2)=[CH:17][CH:16]=1. The catalyst class is: 5.